This data is from NCI-60 drug combinations with 297,098 pairs across 59 cell lines. The task is: Regression. Given two drug SMILES strings and cell line genomic features, predict the synergy score measuring deviation from expected non-interaction effect. (1) Drug 1: CC1=C(C=C(C=C1)NC(=O)C2=CC=C(C=C2)CN3CCN(CC3)C)NC4=NC=CC(=N4)C5=CN=CC=C5. Drug 2: CC=C1C(=O)NC(C(=O)OC2CC(=O)NC(C(=O)NC(CSSCCC=C2)C(=O)N1)C(C)C)C(C)C. Cell line: MALME-3M. Synergy scores: CSS=62.0, Synergy_ZIP=3.52, Synergy_Bliss=0.898, Synergy_Loewe=-66.2, Synergy_HSA=-6.01. (2) Drug 1: CC1C(C(CC(O1)OC2CC(CC3=C2C(=C4C(=C3O)C(=O)C5=CC=CC=C5C4=O)O)(C(=O)C)O)N)O. Drug 2: CC1C(C(CC(O1)OC2CC(CC3=C2C(=C4C(=C3O)C(=O)C5=C(C4=O)C(=CC=C5)OC)O)(C(=O)CO)O)N)O.Cl. Cell line: OVCAR3. Synergy scores: CSS=45.0, Synergy_ZIP=-1.75, Synergy_Bliss=0.829, Synergy_Loewe=1.02, Synergy_HSA=2.44.